From a dataset of Reaction yield outcomes from USPTO patents with 853,638 reactions. Predict the reaction yield, written as a fraction of the theoretical maximum amount of product (1.0 means a 100% yield; for example, 0.34 means a 34% yield). The reactants are [Br:1][C:2]1[CH:3]=[C:4]([CH:7]=[CH:8][C:9]=1F)[CH:5]=[O:6].[NH:11]1[CH2:16][CH2:15][O:14][CH2:13][CH2:12]1.C([O-])([O-])=O.[K+].[K+]. The catalyst is N1C=CC=CC=1. The product is [Br:1][C:2]1[CH:3]=[C:4]([CH:7]=[CH:8][C:9]=1[N:11]1[CH2:16][CH2:15][O:14][CH2:13][CH2:12]1)[CH:5]=[O:6]. The yield is 0.580.